This data is from Reaction yield outcomes from USPTO patents with 853,638 reactions. The task is: Predict the reaction yield, written as a fraction of the theoretical maximum amount of product (1.0 means a 100% yield; for example, 0.34 means a 34% yield). The reactants are [NH:1]1[C:9]2[C:4](=[CH:5][CH:6]=[CH:7][C:8]=2[CH:10]=O)[CH:3]=[CH:2]1.[CH3:12][NH2:13].[BH4-].[Na+].O. The catalyst is CO. The product is [NH:1]1[C:9]2[C:4](=[CH:5][CH:6]=[CH:7][C:8]=2[CH2:10][NH:13][CH3:12])[CH:3]=[CH:2]1. The yield is 0.920.